From a dataset of HIV replication inhibition screening data with 41,000+ compounds from the AIDS Antiviral Screen. Binary Classification. Given a drug SMILES string, predict its activity (active/inactive) in a high-throughput screening assay against a specified biological target. (1) The drug is O=C(Nc1ccc(Cl)cc1Cl)C1C(=O)N(c2ccc(Cl)cc2Cl)C(=O)C1=NNc1ccc([N+](=O)[O-])cc1[N+](=O)[O-]. The result is 0 (inactive). (2) The compound is C=C(C)C(=O)OC1CC(COC(C)=O)C2CC=C(C)C2C2OC(=O)C(=C)C12. The result is 0 (inactive). (3) The drug is O=C1C(=Cc2ccc(O)c(O)c2)CCC1=Cc1ccc(O)c(O)c1. The result is 0 (inactive). (4) The drug is CCOc1ccccc1NC(=O)C(=O)CC(=O)c1c(C)[n+]([O-])c2ccccc2[n+]1[O-]. The result is 0 (inactive). (5) The compound is COc1ccc(N2C(=O)C3c4[nH]c5cc(Cl)ccc5c4C4CCC(C(C)(C)C)CC4C3C2=O)cc1. The result is 0 (inactive). (6) The molecule is C=CC1C(=C)CCC2C1CCC1C(C)(C(=O)O)CCCC21C. The result is 0 (inactive).